Dataset: Full USPTO retrosynthesis dataset with 1.9M reactions from patents (1976-2016). Task: Predict the reactants needed to synthesize the given product. (1) The reactants are: N(C(C)=O)[C@H](C(N[C@H](C(N[C@@H](C(N[C@H](C(N[C@@H](C(N[C@H](C([NH:94][C@H:95]([C:108]([NH:110][C@H:111]([C:119]([O:121][CH3:122])=[O:120])[CH2:112][S:113][CH2:114][NH:115][C:116]([CH3:118])=[O:117])=[O:109])[CH2:96][C:97]1[C:105]2[C:100](=[CH:101][CH:102]=[CH:103][CH:104]=2)[N:99]([CH:106]=[O:107])[CH:98]=1)=O)CCCNC(=N)NS(C1C(C)=C2C(OC(C2)(C)C)=C(C)C=1C)(=O)=O)=O)CC1C=CC=CC=1)=O)CC1N=CNC=1)=O)C)=O)CSCNC(C)=O)=O)CCCNC(=N)NS(C1C(C)=C2C(OC(C2)(C)C)=C(C)C=1C)(=O)=O.N(C(C)=O)[C@H](C(N[C@H](C(N[C@@H](C(N[C@H](C(N[C@@H](C(N[C@H](C(NN)=O)CCCNC(=N)NS(C1C(C)=C2C(OC(C2)(C)C)=C(C)C=1C)(=O)=O)=O)CC1C=CC=CC=1)=O)CC1N=CNC=1)=O)C)=O)CSCNC(C)=O)=O)CCCNC(=N)NS(C1C(C)=C2C(OC(C2)(C)C)=C(C)C=1C)(=O)=O. Given the product [NH2:94][C@H:95]([C:108]([NH:110][C@H:111]([C:119]([O:121][CH3:122])=[O:120])[CH2:112][S:113][CH2:114][NH:115][C:116]([CH3:118])=[O:117])=[O:109])[CH2:96][C:97]1[C:105]2[C:100](=[CH:101][CH:102]=[CH:103][CH:104]=2)[N:99]([CH:106]=[O:107])[CH:98]=1, predict the reactants needed to synthesize it. (2) Given the product [CH3:8][C:7]1[C:2]([C:17]2[CH:18]=[CH:19][C:14]([C:13]([F:24])([F:23])[F:12])=[CH:15][CH:16]=2)=[N:3][CH:4]=[C:5]([N+:9]([O-:11])=[O:10])[CH:6]=1, predict the reactants needed to synthesize it. The reactants are: Cl[C:2]1[C:7]([CH3:8])=[CH:6][C:5]([N+:9]([O-:11])=[O:10])=[CH:4][N:3]=1.[F:12][C:13]([F:24])([F:23])[C:14]1[CH:19]=[CH:18][C:17](B(O)O)=[CH:16][CH:15]=1.[F-].[K+]. (3) Given the product [CH2:20]1[C@@H:21]2[CH2:26][NH:25][CH2:24][C@@H:22]2[CH2:23][N:19]1[C:16]1[N:17]=[N:18][C:13]([C:3]2[CH:4]=[CH:5][C:6]([C:8]3[CH:9]=[N:10][NH:11][CH:12]=3)=[CH:7][C:2]=2[OH:1])=[CH:14][CH:15]=1, predict the reactants needed to synthesize it. The reactants are: [OH:1][C:2]1[CH:7]=[C:6]([C:8]2[CH:9]=[N:10][NH:11][CH:12]=2)[CH:5]=[CH:4][C:3]=1[C:13]1[N:18]=[N:17][C:16]([N:19]2[CH2:23][C@@H:22]3[CH2:24][N:25](C(OC(C)(C)C)=O)[CH2:26][C@@H:21]3[CH2:20]2)=[CH:15][CH:14]=1.Cl.N. (4) The reactants are: [OH:1][C:2]1[CH:11]=[CH:10][C:5]([C:6]([O:8][CH3:9])=[O:7])=[CH:4][CH:3]=1.[Br:12][C:13]1[CH:18]=[CH:17][C:16]([CH:19](O)[CH2:20][CH:21]([CH3:23])[CH3:22])=[CH:15][CH:14]=1.C1(P(C2C=CC=CC=2)C2C=CC=CC=2)C=CC=CC=1.N(C(OC(C)C)=O)=NC(OC(C)C)=O. Given the product [Br:12][C:13]1[CH:18]=[CH:17][C:16]([CH:19]([O:1][C:2]2[CH:3]=[CH:4][C:5]([C:6]([O:8][CH3:9])=[O:7])=[CH:10][CH:11]=2)[CH2:20][CH:21]([CH3:23])[CH3:22])=[CH:15][CH:14]=1, predict the reactants needed to synthesize it. (5) Given the product [F:19][C:17]1([F:20])[O:16][C:15]2[CH:21]=[CH:22][C:12]([N:5]3[CH:4]=[C:3]([CH2:2][N:23]4[CH2:27][CH2:26][CH2:25][CH2:24]4)[S:7]/[C:6]/3=[N:8]\[C:9](=[O:11])[CH3:10])=[CH:13][C:14]=2[O:18]1, predict the reactants needed to synthesize it. The reactants are: Cl[CH2:2][C:3]1[S:7]/[C:6](=[N:8]\[C:9](=[O:11])[CH3:10])/[N:5]([C:12]2[CH:22]=[CH:21][C:15]3[O:16][C:17]([F:20])([F:19])[O:18][C:14]=3[CH:13]=2)[CH:4]=1.[NH:23]1[CH2:27][CH2:26][CH2:25][CH2:24]1. (6) Given the product [CH3:39][S:40]([CH2:43][C:44]1[CH:49]=[C:48]([N:50]2[CH2:55][CH2:54][O:53][CH2:52][CH2:51]2)[N:47]=[C:46]([C:56]2[CH:61]=[CH:60][C:59]([NH:62][C:5]([CH:1]3[CH2:2][CH2:3][CH2:4]3)=[O:7])=[CH:58][CH:57]=2)[N:45]=1)(=[O:42])=[O:41], predict the reactants needed to synthesize it. The reactants are: [CH:1]1([C:5]([OH:7])=O)[CH2:4][CH2:3][CH2:2]1.CN(C(ON1N=NC2C=CC=NC1=2)=[N+](C)C)C.F[P-](F)(F)(F)(F)F.C(N(CC)CC)C.[CH3:39][S:40]([CH2:43][C:44]1[CH:49]=[C:48]([N:50]2[CH2:55][CH2:54][O:53][CH2:52][CH2:51]2)[N:47]=[C:46]([C:56]2[CH:61]=[CH:60][C:59]([NH2:62])=[CH:58][CH:57]=2)[N:45]=1)(=[O:42])=[O:41]. (7) Given the product [CH:18]1([CH2:17][N:42]2[C:38]3[CH:37]=[C:36]([F:35])[C:61]([F:62])=[CH:60][C:39]=3[N:40]=[C:41]2[C:43]2[CH:59]=[CH:58][CH:57]=[CH:56][C:44]=2[CH2:45][O:46][C:47]2[CH:54]=[CH:53][C:50]([C:51]#[N:52])=[C:49]([F:55])[CH:48]=2)[CH2:23][CH2:22][CH2:21][CH2:20][CH2:19]1, predict the reactants needed to synthesize it. The reactants are: C1(COC2C(C3N([CH2:17][C:18]4[CH:23]=[CH:22][C:21](CCC(O)=O)=[CH:20][CH:19]=4)C4C=C(F)C(F)=CC=4N=3)=CC=CN=2)CC1.[F:35][C:36]1[C:61]([F:62])=[CH:60][C:39]2[NH:40][C:41]([C:43]3[CH:59]=[CH:58][CH:57]=[CH:56][C:44]=3[CH2:45][O:46][C:47]3[CH:54]=[CH:53][C:50]([C:51]#[N:52])=[C:49]([F:55])[CH:48]=3)=[N:42][C:38]=2[CH:37]=1.BrCC1CCCCC1.